This data is from Reaction yield outcomes from USPTO patents with 853,638 reactions. The task is: Predict the reaction yield, written as a fraction of the theoretical maximum amount of product (1.0 means a 100% yield; for example, 0.34 means a 34% yield). The reactants are Cl.[CH3:2][C:3]1[CH:4]=[CH:5][C:6]2[C:12]([NH2:13])=[N:11][C:10]3[CH:14]=[CH:15][CH:16]=[CH:17][C:9]=3[NH:8][C:7]=2[CH:18]=1.[CH2:19]([C@H:27]1[CH2:32]N[CH2:30][CH2:29][NH:28]1)[CH2:20][C:21]1[CH:26]=[CH:25][CH:24]=[CH:23][CH:22]=1.C(N(CC)C(C)C)(C)C.CS(C)=O. The catalyst is C(OCC)(=O)C.C1(C)C=CC=CC=1. The product is [CH3:2][C:3]1[CH:4]=[CH:5][C:6]2[C:12]([N:13]3[CH2:30][CH2:29][NH:28][C@@H:27]([CH2:19][CH2:20][C:21]4[CH:22]=[CH:23][CH:24]=[CH:25][CH:26]=4)[CH2:32]3)=[N:11][C:10]3[CH:14]=[CH:15][CH:16]=[CH:17][C:9]=3[NH:8][C:7]=2[CH:18]=1. The yield is 0.850.